Dataset: Forward reaction prediction with 1.9M reactions from USPTO patents (1976-2016). Task: Predict the product of the given reaction. Given the reactants Cl[C:2]1[N:3]=[N:4][CH:5]=[C:6]([Cl:8])[CH:7]=1.[CH3:9][O:10][C:11]1[CH:12]=[C:13](B(O)O)[CH:14]=[CH:15][CH:16]=1, predict the reaction product. The product is: [Cl:8][C:6]1[CH:7]=[C:2]([C:15]2[CH:14]=[CH:13][CH:12]=[C:11]([O:10][CH3:9])[CH:16]=2)[N:3]=[N:4][CH:5]=1.